This data is from Full USPTO retrosynthesis dataset with 1.9M reactions from patents (1976-2016). The task is: Predict the reactants needed to synthesize the given product. (1) Given the product [CH3:10][N:9]([C:11]([C@@H:13]1[CH2:17][C@@H:16]([S:18][CH2:19][C:20]2[CH:21]=[CH:22][C:23]([O:26][CH3:27])=[CH:24][CH:25]=2)[CH2:15][N:14]1[S:28]([C:31]1[CH:40]=[CH:39][C:38]2[C:33](=[CH:34][CH:35]=[CH:36][CH:37]=2)[CH:32]=1)(=[O:29])=[O:30])=[O:12])[NH2:8], predict the reactants needed to synthesize it. The reactants are: C(OC([NH:8][N:9]([C:11]([C@@H:13]1[CH2:17][C@@H:16]([S:18][CH2:19][C:20]2[CH:25]=[CH:24][C:23]([O:26][CH3:27])=[CH:22][CH:21]=2)[CH2:15][N:14]1[S:28]([C:31]1[CH:40]=[CH:39][C:38]2[C:33](=[CH:34][CH:35]=[CH:36][CH:37]=2)[CH:32]=1)(=[O:30])=[O:29])=[O:12])[CH3:10])=O)(C)(C)C.C(O)(C(F)(F)F)=O. (2) Given the product [Br:1][CH2:2][C:3](=[N:11][NH:12][C:13]([NH2:15])=[S:14])[C:5]1[CH:10]=[CH:9][CH:8]=[CH:7][CH:6]=1, predict the reactants needed to synthesize it. The reactants are: [Br:1][CH2:2][C:3]([C:5]1[CH:10]=[CH:9][CH:8]=[CH:7][CH:6]=1)=O.[NH2:11][NH:12][C:13]([NH2:15])=[S:14].C(O)(=O)C. (3) Given the product [CH2:15]([O:22][C@H:23]1[C@H:28]([O:29][CH2:30][C:31]2[CH:36]=[CH:35][CH:34]=[CH:33][CH:32]=2)[C@H:27]([O:37][CH2:38][C:39]2[CH:40]=[CH:41][CH:42]=[CH:43][CH:44]=2)[C@H:26]([CH3:45])[O:25][C@@:24]1([CH2:6][P:7](=[O:14])([O:11][CH2:12][CH3:13])[O:8][CH2:9][CH3:10])[OH:46])[C:16]1[CH:21]=[CH:20][CH:19]=[CH:18][CH:17]=1, predict the reactants needed to synthesize it. The reactants are: C([Li])CCC.[CH3:6][P:7](=[O:14])([O:11][CH2:12][CH3:13])[O:8][CH2:9][CH3:10].[CH2:15]([O:22][C@H:23]1[C@H:28]([O:29][CH2:30][C:31]2[CH:36]=[CH:35][CH:34]=[CH:33][CH:32]=2)[C@H:27]([O:37][CH2:38][C:39]2[CH:44]=[CH:43][CH:42]=[CH:41][CH:40]=2)[C@H:26]([CH3:45])[O:25][C:24]1=[O:46])[C:16]1[CH:21]=[CH:20][CH:19]=[CH:18][CH:17]=1. (4) Given the product [C:1]([C:3]1[CH:22]=[CH:21][C:6]([CH2:7][O:8][C:9]2[CH:14]=[CH:13][C:12]3[N:15]=[C:33]([C:32]4[CH:31]=[CH:30][C:29]([C:27]([NH:26][CH:23]5[CH2:25][CH2:24]5)=[O:28])=[CH:36][CH:35]=4)[NH:18][C:11]=3[CH:10]=2)=[CH:5][CH:4]=1)#[N:2], predict the reactants needed to synthesize it. The reactants are: [C:1]([C:3]1[CH:22]=[CH:21][C:6]([CH2:7][O:8][C:9]2[CH:14]=[CH:13][C:12]([N+:15]([O-])=O)=[C:11]([N+:18]([O-])=O)[CH:10]=2)=[CH:5][CH:4]=1)#[N:2].[CH:23]1([NH:26][C:27]([C:29]2[CH:36]=[CH:35][C:32]([CH:33]=O)=[CH:31][CH:30]=2)=[O:28])[CH2:25][CH2:24]1. (5) Given the product [CH:2]1([CH2:5][O:6][C:7]2[CH:12]=[C:11]([F:13])[CH:10]=[CH:9][C:8]=2[C:14]2[C:15]3[NH:22][C:21]([CH3:23])=[C:20]([C:24]([NH:26][CH:27]4[CH2:28][CH2:29][N:30]([C:38](=[O:39])[C@@H:37]([OH:36])[CH3:41])[CH2:31][CH2:32]4)=[O:25])[C:16]=3[N:17]=[CH:18][N:19]=2)[CH2:4][CH2:3]1, predict the reactants needed to synthesize it. The reactants are: Cl.[CH:2]1([CH2:5][O:6][C:7]2[CH:12]=[C:11]([F:13])[CH:10]=[CH:9][C:8]=2[C:14]2[C:15]3[NH:22][C:21]([CH3:23])=[C:20]([C:24]([NH:26][CH:27]4[CH2:32][CH2:31][NH:30][CH2:29][CH2:28]4)=[O:25])[C:16]=3[N:17]=[CH:18][N:19]=2)[CH2:4][CH2:3]1.C([O:36][C@@H:37]([CH3:41])[C:38](Cl)=[O:39])(=O)C.